From a dataset of Full USPTO retrosynthesis dataset with 1.9M reactions from patents (1976-2016). Predict the reactants needed to synthesize the given product. (1) Given the product [F:24][C:25]1[CH:26]=[CH:27][C:28]2[O:29][C:14]([CH:11]3[CH2:10][CH2:9][NH:8][CH2:13][CH2:12]3)([C:15]3[CH:16]=[CH:17][C:18]([O:21][CH3:22])=[CH:19][CH:20]=3)[O:23][C:30]=2[CH:31]=1, predict the reactants needed to synthesize it. The reactants are: C(OC([N:8]1[CH2:13][CH2:12][CH:11]([C:14](=[O:23])[C:15]2[CH:20]=[CH:19][C:18]([O:21][CH3:22])=[CH:17][CH:16]=2)[CH2:10][CH2:9]1)=O)(C)(C)C.[F:24][C:25]1[CH:26]=[C:27](O)[C:28](=[CH:30][CH:31]=1)[OH:29].CC1C=CC(S(O)(=O)=O)=CC=1.O. (2) Given the product [C:1]([O:5][C:6]([N:8]1[CH2:11][C:10](=[CH:12][C:13]2[N:14]([CH3:29])[C:15]3[C:20]([N:21]=2)=[C:19]([N:22]2[CH2:27][CH2:26][O:25][CH2:24][CH2:23]2)[N:18]=[C:17]([N:30]2[C:34]4[CH:35]=[CH:36][CH:37]=[CH:38][C:33]=4[N:32]=[C:31]2[C@H:39]([OH:41])[CH3:40])[N:16]=3)[CH2:9]1)=[O:7])([CH3:4])([CH3:3])[CH3:2], predict the reactants needed to synthesize it. The reactants are: [C:1]([O:5][C:6]([N:8]1[CH2:11][C:10](=[CH:12][C:13]2[N:14]([CH3:29])[C:15]3[C:20]([N:21]=2)=[C:19]([N:22]2[CH2:27][CH2:26][O:25][CH2:24][CH2:23]2)[N:18]=[C:17](Cl)[N:16]=3)[CH2:9]1)=[O:7])([CH3:4])([CH3:3])[CH3:2].[NH:30]1[C:34]2[CH:35]=[CH:36][CH:37]=[CH:38][C:33]=2[N:32]=[C:31]1[C@H:39]([OH:41])[CH3:40].CC(C1C=C(C(C)C)C(C2C=CC=CC=2P(C2CCCCC2)C2CCCCC2)=C(C(C)C)C=1)C.C([O-])([O-])=O.[Cs+].[Cs+]. (3) Given the product [Br:1][C:2]1[CH:7]=[CH:6][C:5]([C:8](=[O:25])[CH2:9][CH:10]([CH2:21][CH2:22][O:23][CH3:24])[C:11]([O:13][CH2:14][CH3:15])=[O:12])=[CH:4][CH:3]=1, predict the reactants needed to synthesize it. The reactants are: [Br:1][C:2]1[CH:7]=[CH:6][C:5]([C:8](=[O:25])[CH2:9][C:10]([CH2:21][CH2:22][O:23][CH3:24])(C(OCC)=O)[C:11]([O:13][CH2:14][CH3:15])=[O:12])=[CH:4][CH:3]=1.[OH-].[Na+]. (4) Given the product [CH3:15][C:13]1[N:12]=[CH:11][N:10]([C:5]2[C:6]([C:8]#[N:9])=[N:7][C:2]([NH:1][C:17]3[CH:18]=[CH:19][C:20]4[CH2:21][N:22]([CH3:34])[CH2:23][C@@H:24]([C:28]5[S:29][CH:30]=[C:31]([CH3:33])[N:32]=5)[O:25][C:26]=4[N:27]=3)=[CH:3][CH:4]=2)[CH:14]=1, predict the reactants needed to synthesize it. The reactants are: [NH2:1][C:2]1[N:7]=[C:6]([C:8]#[N:9])[C:5]([N:10]2[CH:14]=[C:13]([CH3:15])[N:12]=[CH:11]2)=[CH:4][CH:3]=1.Cl[C:17]1[CH:18]=[CH:19][C:20]2[CH2:21][N:22]([CH3:34])[CH2:23][C@@H:24]([C:28]3[S:29][CH:30]=[C:31]([CH3:33])[N:32]=3)[O:25][C:26]=2[N:27]=1.CC1(C)C2C(=C(P(C3C=CC=CC=3)C3C=CC=CC=3)C=CC=2)OC2C(P(C3C=CC=CC=3)C3C=CC=CC=3)=CC=CC1=2.C(=O)([O-])[O-].[Cs+].[Cs+]. (5) Given the product [Br:1][C:2]1[CH:3]=[CH:4][C:5]2[C:6]3[N:13]([CH2:14][CH:15]4[CH2:16][CH2:17][CH2:18][CH2:19][CH2:20]4)[C:22]([CH2:21][O:23][CH2:24][CH3:25])=[N:12][C:7]=3[CH:8]=[N:9][C:10]=2[CH:11]=1, predict the reactants needed to synthesize it. The reactants are: [Br:1][C:2]1[CH:11]=[C:10]2[C:5]([C:6]([NH:13][CH2:14][CH:15]3[CH2:20][CH2:19][CH2:18][CH2:17][CH2:16]3)=[C:7]([NH2:12])[CH:8]=[N:9]2)=[CH:4][CH:3]=1.[CH2:21]([O:23][CH2:24][C:25](Cl)=O)[CH3:22]. (6) Given the product [CH3:11][O:12][C:13](=[O:22])[CH2:14][C:15]1[CH:20]=[CH:19][C:18]([NH:21][CH:1]=[O:3])=[CH:17][CH:16]=1, predict the reactants needed to synthesize it. The reactants are: [C:1](OC(=O)C)(=[O:3])C.C(O)=O.[CH3:11][O:12][C:13](=[O:22])[CH2:14][C:15]1[CH:20]=[CH:19][C:18]([NH2:21])=[CH:17][CH:16]=1. (7) Given the product [Cl:1][C:2]1[CH:7]=[CH:6][CH:5]=[CH:4][C:3]=1[CH2:8][N:9]1[C:14](=[O:15])[C:13]([C:38]([NH:39][CH2:55][C:56]([OH:58])=[O:57])=[O:66])=[C:12]([OH:16])[N:11]=[C:10]1[C:17]1[C:18]([Br:24])=[CH:19][CH:20]=[CH:21][C:22]=1[Br:23], predict the reactants needed to synthesize it. The reactants are: [Cl:1][C:2]1[CH:7]=[CH:6][CH:5]=[CH:4][C:3]=1[CH2:8][N:9]1[C:14](=[O:15])[CH:13]=[C:12]([OH:16])[N:11]=[C:10]1[C:17]1[C:22]([Br:23])=[CH:21][CH:20]=[CH:19][C:18]=1[Br:24].[Cl-].C[Al+]C.CCCCCC.ClC1C=CC=CC=1[CH2:38][NH2:39].BrC1C=CC=C(Br)C=1C#N.C(OCC)(=O)[CH2:55][C:56]([O:58]CC)=[O:57].C[O-:66].[Na+].CO. (8) Given the product [NH2:8][C:9]1[CH:10]=[C:11]([C:14]([Br:17])=[CH:15][N:16]=1)[C:12]#[N:13], predict the reactants needed to synthesize it. The reactants are: OC(C(F)(F)F)=O.[NH2:8][C:9]1[CH:10]=[C:11]([CH:14]=[CH:15][N:16]=1)[C:12]#[N:13].[Br:17]N1C(=O)CCC1=O. (9) Given the product [OH:17][C:7]1([C:5]2[S:4][N:3]=[C:2]([CH3:1])[CH:6]=2)[CH2:16][CH2:15][C:10](=[O:11])[CH2:9][CH2:8]1, predict the reactants needed to synthesize it. The reactants are: [CH3:1][C:2]1[CH:6]=[C:5]([C:7]2([OH:17])[CH2:16][CH2:15][C:10]3(OCC[O:11]3)[CH2:9][CH2:8]2)[S:4][N:3]=1.Cl.C(=O)([O-])[O-].[K+].[K+].CCOC(C)=O.